From a dataset of Catalyst prediction with 721,799 reactions and 888 catalyst types from USPTO. Predict which catalyst facilitates the given reaction. (1) Reactant: [CH3:1][S:2]([C:5]1[CH:10]=[CH:9][C:8](/[C:11](/[C:18]2[NH:26][C:21]3=[N:22][CH:23]=[CH:24][CH:25]=[C:20]3[CH:19]=2)=[CH:12]/[CH:13]2[CH2:17][CH2:16][CH2:15][O:14]2)=[CH:7][CH:6]=1)(=[O:4])=[O:3]. Product: [CH3:1][S:2]([C:5]1[CH:6]=[CH:7][C:8]([CH:11]([C:18]2[NH:26][C:21]3=[N:22][CH:23]=[CH:24][CH:25]=[C:20]3[CH:19]=2)[CH2:12][CH:13]2[CH2:17][CH2:16][CH2:15][O:14]2)=[CH:9][CH:10]=1)(=[O:3])=[O:4]. The catalyst class is: 43. (2) Reactant: [N:1]1[CH:6]=[CH:5][C:4]([C:7]([F:14])([F:13])[C:8](OCC)=[O:9])=[CH:3][CH:2]=1.C(C1C=CN=C(C#N)C=1)CC=C.[BH4-].[Na+]. Product: [F:14][C:7]([F:13])([C:4]1[CH:5]=[CH:6][N:1]=[CH:2][CH:3]=1)[CH2:8][OH:9]. The catalyst class is: 8. (3) Reactant: [O:1]1[CH2:6][CH2:5][CH:4]([OH:7])[CH2:3][CH2:2]1.[H-].[Na+].[Br:10][C:11]1[CH:16]=[CH:15][C:14]([CH2:17]Br)=[CH:13][CH:12]=1.O. Product: [Br:10][C:11]1[CH:16]=[CH:15][C:14]([CH2:17][O:7][CH:4]2[CH2:5][CH2:6][O:1][CH2:2][CH2:3]2)=[CH:13][CH:12]=1. The catalyst class is: 9. (4) Reactant: [CH3:1][O:2][C:3]1[CH:4]=[C:5]2[C:10](=[CH:11][C:12]=1[O:13][CH3:14])[N:9]=[CH:8][CH:7]=[C:6]2[O:15][C:16]1[C:17]([OH:26])=[N:18][C:19]2[C:24]([CH:25]=1)=[CH:23][CH:22]=[CH:21][CH:20]=2.C(=O)([O-])[O-].[K+].[K+].[CH:33]1(Br)[CH2:37][CH2:36][CH2:35][CH2:34]1.O. Product: [CH:33]1([O:26][C:17]2[C:16]([O:15][C:6]3[C:5]4[C:10](=[CH:11][C:12]([O:13][CH3:14])=[C:3]([O:2][CH3:1])[CH:4]=4)[N:9]=[CH:8][CH:7]=3)=[CH:25][C:24]3[C:19](=[CH:20][CH:21]=[CH:22][CH:23]=3)[N:18]=2)[CH2:37][CH2:36][CH2:35][CH2:34]1. The catalyst class is: 9. (5) Reactant: [CH3:1][C:2]1[O:6][C:5]([C:7]2[CH:12]=[CH:11][CH:10]=[CH:9][CH:8]=2)=[N:4][C:3]=1[CH2:13]/[CH:14]=[CH:15]/[C:16]1[CH:31]=[CH:30][C:19]([O:20][C:21]2([C:25]([O:27][CH2:28][CH3:29])=[O:26])[CH2:24][CH2:23][CH2:22]2)=[CH:18][CH:17]=1.[H][H]. Product: [CH3:1][C:2]1[O:6][C:5]([C:7]2[CH:12]=[CH:11][CH:10]=[CH:9][CH:8]=2)=[N:4][C:3]=1[CH2:13][CH2:14][CH2:15][C:16]1[CH:17]=[CH:18][C:19]([O:20][C:21]2([C:25]([O:27][CH2:28][CH3:29])=[O:26])[CH2:24][CH2:23][CH2:22]2)=[CH:30][CH:31]=1. The catalyst class is: 19.